Dataset: Full USPTO retrosynthesis dataset with 1.9M reactions from patents (1976-2016). Task: Predict the reactants needed to synthesize the given product. Given the product [C:1]([C:5]1[CH:9]=[CH:8][C:7](=[C:12]([CH2:13][CH3:14])[CH2:11][CH3:10])[CH:6]=1)([CH3:4])([CH3:3])[CH3:2], predict the reactants needed to synthesize it. The reactants are: [C:1]([C:5]1[CH2:9][CH:8]=[CH:7][CH:6]=1)([CH3:4])([CH3:3])[CH3:2].[CH3:10][CH2:11][CH2:12][CH2:13][CH2:14]C.C([Li])CCC.CCC(=O)CC.